From a dataset of Aqueous solubility values for 9,982 compounds from the AqSolDB database. Regression/Classification. Given a drug SMILES string, predict its absorption, distribution, metabolism, or excretion properties. Task type varies by dataset: regression for continuous measurements (e.g., permeability, clearance, half-life) or binary classification for categorical outcomes (e.g., BBB penetration, CYP inhibition). For this dataset (solubility_aqsoldb), we predict Y. The compound is O=CNc1ccccc1. The Y is -0.678 log mol/L.